This data is from Forward reaction prediction with 1.9M reactions from USPTO patents (1976-2016). The task is: Predict the product of the given reaction. (1) Given the reactants [O:1]1[CH2:6][CH2:5][N:4]([C:7]2[N:12]=[CH:11][C:10]([C:13]3[CH:14]=[N:15][NH:16][C:17]=3[NH2:18])=[CH:9][CH:8]=2)[CH2:3][CH2:2]1.[O:19]1[CH2:24][CH2:23][O:22][C:21]2[CH:25]=[C:26]([C:29](=O)[CH2:30][C:31](OCC)=[O:32])[CH:27]=[CH:28][C:20]1=2, predict the reaction product. The product is: [O:19]1[CH2:24][CH2:23][O:22][C:21]2[CH:25]=[C:26]([C:29]3[NH:18][C:17]4[N:16]([N:15]=[CH:14][C:13]=4[C:10]4[CH:11]=[N:12][C:7]([N:4]5[CH2:3][CH2:2][O:1][CH2:6][CH2:5]5)=[CH:8][CH:9]=4)[C:31](=[O:32])[CH:30]=3)[CH:27]=[CH:28][C:20]1=2. (2) The product is: [C:8]1([C:11]2[N:15]=[C:16]([NH2:18])[S:17][CH:12]=2)[CH:9]=[CH:10][C:5]([C:3]2[N:15]=[C:16]([NH2:18])[S:17][CH:2]=2)=[CH:6][CH:7]=1. Given the reactants Br[CH2:2][C:3]([C:5]1[CH:10]=[CH:9][C:8]([C:11](=O)[CH2:12]Br)=[CH:7][CH:6]=1)=O.[NH2:15][C:16]([NH2:18])=[S:17], predict the reaction product. (3) Given the reactants CC(C)([O-])C.[Na+].[NH2:7][C@H:8]1[C:17]2[C:12](=[C:13]([O:24][CH3:25])[N:14]=[C:15]([N:18]3[CH2:23][CH2:22][O:21][CH2:20][CH2:19]3)[CH:16]=2)[N:11]([C:26](=[O:28])[CH3:27])[C@@H:10]([CH:29]2[CH2:31][CH2:30]2)[C@@H:9]1[CH3:32].Br[C:34]1[CH:39]=[CH:38][CH:37]=[C:36]([CH3:40])[N:35]=1, predict the reaction product. The product is: [CH:29]1([C@H:10]2[C@H:9]([CH3:32])[C@@H:8]([NH:7][C:34]3[CH:39]=[CH:38][CH:37]=[C:36]([CH3:40])[N:35]=3)[C:17]3[C:12](=[C:13]([O:24][CH3:25])[N:14]=[C:15]([N:18]4[CH2:19][CH2:20][O:21][CH2:22][CH2:23]4)[CH:16]=3)[N:11]2[C:26](=[O:28])[CH3:27])[CH2:31][CH2:30]1. (4) The product is: [Cl:9][C:10]1[C:15]([C:16]2[CH:21]=[CH:20][CH:19]=[C:18]([F:22])[CH:17]=2)=[CH:14][C:13]([OH:23])=[C:12]([I:1])[CH:11]=1. Given the reactants [I:1]N1C(=O)CCC1=O.[Cl:9][C:10]1[C:15]([C:16]2[CH:21]=[CH:20][CH:19]=[C:18]([F:22])[CH:17]=2)=[CH:14][C:13]([OH:23])=[CH:12][CH:11]=1.S(=O)(=O)(O)O, predict the reaction product. (5) Given the reactants [NH2:1][C:2]1[C:10]2[C:9]([C:11]3[CH:16]=[CH:15][C:14]([C:17]([F:20])([F:19])[F:18])=[C:13]([O:21]C)[CH:12]=3)=[N:8][C:7]([NH:23][CH:24]3[CH2:26][CH2:25]3)=[N:6][C:5]=2[S:4][C:3]=1[C:27]([NH2:29])=[O:28].B(Br)(Br)Br, predict the reaction product. The product is: [NH2:1][C:2]1[C:10]2[C:9]([C:11]3[CH:16]=[CH:15][C:14]([C:17]([F:18])([F:20])[F:19])=[C:13]([OH:21])[CH:12]=3)=[N:8][C:7]([NH:23][CH:24]3[CH2:25][CH2:26]3)=[N:6][C:5]=2[S:4][C:3]=1[C:27]([NH2:29])=[O:28]. (6) Given the reactants C[O-].[Na+].[CH:4]([O:7][C:8](=[O:23])[C:9](=[CH:13][C:14]1[CH:19]=[CH:18][CH:17]=[C:16]([N+:20]([O-:22])=[O:21])[CH:15]=1)[C:10]([CH3:12])=O)([CH3:6])[CH3:5].C(O)(=O)C.[CH:28]([N:41]1[CH2:44][CH:43]([O:45][C:46](=[O:51])[CH2:47][C:48](=[NH:50])[NH2:49])[CH2:42]1)([C:35]1[CH:40]=[CH:39][CH:38]=[CH:37][CH:36]=1)[C:29]1[CH:34]=[CH:33][CH:32]=[CH:31][CH:30]=1, predict the reaction product. The product is: [CH:4]([O:7][C:8]([C:9]1[CH:13]([C:14]2[CH:19]=[CH:18][CH:17]=[C:16]([N+:20]([O-:22])=[O:21])[CH:15]=2)[C:47]([C:46]([O:45][CH:43]2[CH2:42][N:41]([CH:28]([C:35]3[CH:40]=[CH:39][CH:38]=[CH:37][CH:36]=3)[C:29]3[CH:30]=[CH:31][CH:32]=[CH:33][CH:34]=3)[CH2:44]2)=[O:51])=[C:48]([NH2:49])[NH:50][C:10]=1[CH3:12])=[O:23])([CH3:6])[CH3:5].